This data is from Full USPTO retrosynthesis dataset with 1.9M reactions from patents (1976-2016). The task is: Predict the reactants needed to synthesize the given product. (1) Given the product [F:14][C:9]1[CH:10]=[CH:11][CH:12]=[CH:13][C:8]=1[C:3]1[C:2]([B:24]2[O:28][C:27]([CH3:30])([CH3:29])[C:26]([CH3:32])([CH3:31])[O:25]2)=[CH:6][N:5]([CH3:7])[N:4]=1, predict the reactants needed to synthesize it. The reactants are: Br[C:2]1[C:3]([C:8]2[CH:13]=[CH:12][CH:11]=[CH:10][C:9]=2[F:14])=[N:4][N:5]([CH3:7])[CH:6]=1.[Li]CCCC.C(O[B:24]1[O:28][C:27]([CH3:30])([CH3:29])[C:26]([CH3:32])([CH3:31])[O:25]1)(C)C.[NH4+].[Cl-]. (2) The reactants are: [CH:1]([NH:4][C:5]1[C:14]2[C:9](=[CH:10][C:11]([C:15]3[CH:20]=[CH:19][C:18]([S:21]([CH3:24])(=[O:23])=[O:22])=[CH:17][CH:16]=3)=[CH:12][CH:13]=2)[N:8]=[N:7][C:6]=1[C:25]1N=CS[CH:29]=1)([CH3:3])[CH3:2].C([Si](C)(C)C)#C.C(N(CC)CC)C.C([O-])([O-])=O.[K+].[K+]. Given the product [C:25]([C:6]1[N:7]=[N:8][C:9]2[C:14]([C:5]=1[NH:4][CH:1]([CH3:3])[CH3:2])=[CH:13][CH:12]=[C:11]([C:15]1[CH:20]=[CH:19][C:18]([S:21]([CH3:24])(=[O:22])=[O:23])=[CH:17][CH:16]=1)[CH:10]=2)#[CH:29], predict the reactants needed to synthesize it. (3) Given the product [CH3:1][O:2]/[N:3]=[C:4](/[C:27]1[CH:28]=[CH:29][C:30]([O:33][CH3:34])=[CH:31][CH:32]=1)\[CH2:5][O:6][C:7]1[CH:8]=[CH:9][C:10]([CH2:11][O:12][C:13]2[CH:18]=[CH:17][C:16]([CH:19]3[CH2:21][CH:20]3[C:22]([O-:24])=[O:23])=[CH:15][CH:14]=2)=[CH:25][CH:26]=1.[Na+:36], predict the reactants needed to synthesize it. The reactants are: [CH3:1][O:2]/[N:3]=[C:4](/[C:27]1[CH:32]=[CH:31][C:30]([O:33][CH3:34])=[CH:29][CH:28]=1)\[CH2:5][O:6][C:7]1[CH:26]=[CH:25][C:10]([CH2:11][O:12][C:13]2[CH:18]=[CH:17][C:16]([CH:19]3[CH2:21][CH:20]3[C:22]([OH:24])=[O:23])=[CH:15][CH:14]=2)=[CH:9][CH:8]=1.[OH-].[Na+:36]. (4) Given the product [Cl:1][C:2]1[CH:7]=[C:6]([C:8]2[CH:12]=[N:11][N:10]([CH2:29][CH:30]([CH3:32])[CH3:31])[C:9]=2[C:13]2[S:14][C:15]([Cl:18])=[CH:16][CH:17]=2)[CH:5]=[CH:4][N:3]=1, predict the reactants needed to synthesize it. The reactants are: [Cl:1][C:2]1[CH:7]=[C:6]([C:8]2[C:9]([C:13]3[S:14][C:15]([Cl:18])=[CH:16][CH:17]=3)=[N:10][NH:11][CH:12]=2)[CH:5]=[CH:4][N:3]=1.C(=O)([O-])[O-].[Cs+].[Cs+].ClC1[CH:31]=[C:30]([C:32]2C(C3SC(Cl)=CC=3)=NN(CC(C)C)C=2)[CH:29]=CN=1. (5) Given the product [F:31][C:21]1[CH:22]=[C:23]([S:27]([CH3:30])(=[O:29])=[O:28])[C:24]([F:26])=[CH:25][C:20]=1[O:19][C@H:16]1[CH2:17][CH2:18][N:14]([CH:11]2[CH2:12][CH2:13][N:8]([C:5]3[N:4]=[CH:3][C:2]([B:36]4[O:37][C:38]([CH3:40])([CH3:39])[C:34]([CH3:50])([CH3:33])[O:35]4)=[CH:7][N:6]=3)[CH2:9][CH2:10]2)[C:15]1=[O:32], predict the reactants needed to synthesize it. The reactants are: Br[C:2]1[CH:3]=[N:4][C:5]([N:8]2[CH2:13][CH2:12][CH:11]([N:14]3[CH2:18][CH2:17][C@H:16]([O:19][C:20]4[CH:25]=[C:24]([F:26])[C:23]([S:27]([CH3:30])(=[O:29])=[O:28])=[CH:22][C:21]=4[F:31])[C:15]3=[O:32])[CH2:10][CH2:9]2)=[N:6][CH:7]=1.[CH3:33][C:34]1([CH3:50])[C:38]([CH3:40])([CH3:39])[O:37][B:36]([B:36]2[O:37][C:38]([CH3:40])([CH3:39])[C:34]([CH3:50])([CH3:33])[O:35]2)[O:35]1.C([O-])(=O)C.[K+]. (6) Given the product [C:1]([C:3]1[CH:4]=[C:5]([F:30])[C:6]([N:14]([CH3:33])[C@H:15]2[CH2:19][CH2:18][N:17]([C:20]([O:22][CH2:23][C:24]3[CH:25]=[CH:26][CH:27]=[CH:28][CH:29]=3)=[O:21])[CH2:16]2)=[C:7]2[C:11]=1[NH:10][C:9]([CH3:12])=[C:8]2[CH3:13])#[N:2], predict the reactants needed to synthesize it. The reactants are: [C:1]([C:3]1[CH:4]=[C:5]([F:30])[C:6]([NH:14][C@H:15]2[CH2:19][CH2:18][N:17]([C:20]([O:22][CH2:23][C:24]3[CH:29]=[CH:28][CH:27]=[CH:26][CH:25]=3)=[O:21])[CH2:16]2)=[C:7]2[C:11]=1[NH:10][C:9]([CH3:12])=[C:8]2[CH3:13])#[N:2].C=O.[C:33](O)(=O)C.C([BH3-])#N.[Na+]. (7) Given the product [Cl:1][C:2]1[CH:3]=[C:4]([CH:25]=[CH:26][C:27]=1[Cl:28])[O:5][C:6]1[CH:11]=[CH:10][CH:9]=[CH:8][C:7]=1[NH:12][S:13]([C:16]1[CH:24]=[CH:23][C:19]([C:20]([NH:38][CH2:37][CH2:36][CH2:35][N:29]2[CH2:34][CH2:33][CH2:32][CH2:31][CH2:30]2)=[O:21])=[CH:18][CH:17]=1)(=[O:15])=[O:14], predict the reactants needed to synthesize it. The reactants are: [Cl:1][C:2]1[CH:3]=[C:4]([CH:25]=[CH:26][C:27]=1[Cl:28])[O:5][C:6]1[CH:11]=[CH:10][CH:9]=[CH:8][C:7]=1[NH:12][S:13]([C:16]1[CH:24]=[CH:23][C:19]([C:20](O)=[O:21])=[CH:18][CH:17]=1)(=[O:15])=[O:14].[N:29]1([CH2:35][CH2:36][CH2:37][NH2:38])[CH2:34][CH2:33][CH2:32][CH2:31][CH2:30]1. (8) Given the product [N:23]1[CH:24]=[C:20]([CH2:19][N:15]([CH:16]([CH3:18])[CH3:17])[C:11]2[CH:10]=[C:9]([OH:8])[CH:14]=[CH:13][CH:12]=2)[NH:21][CH:22]=1, predict the reactants needed to synthesize it. The reactants are: C([O:8][C:9]1[CH:10]=[C:11]([N:15]([CH2:19][C:20]2[NH:21][CH:22]=[N:23][CH:24]=2)[CH:16]([CH3:18])[CH3:17])[CH:12]=[CH:13][CH:14]=1)C1C=CC=CC=1. (9) Given the product [CH3:21][CH2:20][CH2:19][CH2:18][CH2:15][CH2:14][CH2:13][CH2:10][CH2:9][CH2:8][CH:7]=[CH2:12], predict the reactants needed to synthesize it. The reactants are: ClC1C=CC(O[C:7]2[CH:12]=C[C:10]([C:13]3[C:14](=C)[C:15]4(C[CH2:21][CH2:20][CH2:19][CH2:18]4)ON=3)=[CH:9][CH:8]=2)=CC=1.C1C=C(Cl)C=C(C(OO)=O)C=1. (10) Given the product [CH2:17]([O:16][C:14]([N:8]1[CH:9]([C:10]([OH:12])=[O:11])[CH:4]([CH:1]2[CH2:3][CH2:2]2)[CH2:5][CH:6]([CH:24]2[CH2:29][CH2:28][N:27]([C:30]([O:32][C:33]([CH3:36])([CH3:35])[CH3:34])=[O:31])[CH2:26][CH2:25]2)[CH2:7]1)=[O:15])[C:18]1[CH:23]=[CH:22][CH:21]=[CH:20][CH:19]=1, predict the reactants needed to synthesize it. The reactants are: [CH:1]1([CH:4]2[CH:9]([C:10]([O:12]C)=[O:11])[N:8]([C:14]([O:16][CH2:17][C:18]3[CH:23]=[CH:22][CH:21]=[CH:20][CH:19]=3)=[O:15])[CH2:7][CH:6]([CH:24]3[CH2:29][CH2:28][N:27]([C:30]([O:32][C:33]([CH3:36])([CH3:35])[CH3:34])=[O:31])[CH2:26][CH2:25]3)[CH2:5]2)[CH2:3][CH2:2]1.[OH-].[Li+].O.